From a dataset of Full USPTO retrosynthesis dataset with 1.9M reactions from patents (1976-2016). Predict the reactants needed to synthesize the given product. (1) Given the product [S:1]1[CH:5]=[CH:4][C:3]([C:6]2[CH:11]=[CH:10][C:9]([CH:12]([CH3:15])[CH2:13][NH:14][C:16](=[O:23])[C:17]3[CH:22]=[CH:21][N:20]=[CH:19][CH:18]=3)=[CH:8][CH:7]=2)=[CH:2]1, predict the reactants needed to synthesize it. The reactants are: [S:1]1[CH:5]=[CH:4][C:3]([C:6]2[CH:11]=[CH:10][C:9]([CH:12]([CH3:15])[CH2:13][NH2:14])=[CH:8][CH:7]=2)=[CH:2]1.[C:16](Cl)(=[O:23])[C:17]1[CH:22]=[CH:21][N:20]=[CH:19][CH:18]=1. (2) Given the product [I:9][C:10]1[CH:15]=[CH:14][CH:13]=[CH:12][C:11]=1[CH:16]([CH2:1][CH3:2])[C:17]([OH:19])=[O:18], predict the reactants needed to synthesize it. The reactants are: [CH:1]([N-]C(C)C)(C)[CH3:2].[Li+].[I:9][C:10]1[CH:15]=[CH:14][CH:13]=[CH:12][C:11]=1[CH2:16][C:17]([OH:19])=[O:18].ICC. (3) The reactants are: Br[C:2]1[CH:6]=[N:5][N:4]([CH3:7])[C:3]=1[C:8]([OH:10])=O.C1COCC1.B.C1COCC1.[Cl:22][C:23]1[C:28]([F:29])=[CH:27][CH:26]=[C:25]([O:30][CH3:31])[C:24]=1[C@H:32]([C:34]1[C:42]2[C:37](=[N:38][CH:39]=[C:40](B3OC(C)(C)C(C)(C)O3)[CH:41]=2)[NH:36][CH:35]=1)[CH3:33].C([O-])([O-])=O.[K+].[K+].O. Given the product [Cl:22][C:23]1[C:28]([F:29])=[CH:27][CH:26]=[C:25]([O:30][CH3:31])[C:24]=1[C@H:32]([C:34]1[C:42]2[C:37](=[N:38][CH:39]=[C:40]([C:2]3[CH:6]=[N:5][N:4]([CH3:7])[C:3]=3[CH2:8][OH:10])[CH:41]=2)[NH:36][CH:35]=1)[CH3:33], predict the reactants needed to synthesize it. (4) Given the product [Cl:1][C:2]1[CH:3]=[C:4]([CH:13]=[CH:14][C:15]=1[F:16])[CH2:5][N:6]1[CH2:11][CH2:10][CH:9]=[CH:8][C:7]1=[O:12], predict the reactants needed to synthesize it. The reactants are: [Cl:1][C:2]1[CH:3]=[C:4]([CH:13]=[CH:14][C:15]=1[F:16])[CH2:5][N:6]1[CH2:11][CH2:10][CH2:9][CH2:8][C:7]1=[O:12].[Li+].C[Si]([N-][Si](C)(C)C)(C)C.C1(S(OC)(=O)=O)C=CC=CC=1. (5) Given the product [CH3:16][O:17][C:18](=[O:27])[CH2:19][C:20]1[CH:25]=[C:24]([C:8]2[CH:9]=[CH:10][CH:11]=[CH:12][C:7]=2[NH2:6])[CH:23]=[CH:22][CH:21]=1, predict the reactants needed to synthesize it. The reactants are: N#N.C(O)C.[NH2:6][C:7]1[CH:12]=[CH:11][CH:10]=[CH:9][C:8]=1B(O)O.[CH3:16][O:17][C:18](=[O:27])[CH2:19][C:20]1[CH:25]=[CH:24][CH:23]=[C:22](Br)[CH:21]=1. (6) Given the product [C:4]([CH2:6][CH2:7][CH2:8][O:9][C:10]1[C:11]([Se:24][C:25]2[CH:35]=[CH:34][C:28]([C:29]([OH:31])=[O:30])=[CH:27][N:26]=2)=[CH:12][C:13]2[C:14]([CH3:23])([CH3:22])[CH2:15][CH2:16][C:17]([CH3:21])([CH3:20])[C:18]=2[CH:19]=1)([OH:5])=[O:3], predict the reactants needed to synthesize it. The reactants are: C([O:3][C:4]([CH2:6][CH2:7][CH2:8][O:9][C:10]1[C:11]([Se:24][C:25]2[CH:35]=[CH:34][C:28]([C:29]([O:31]CC)=[O:30])=[CH:27][N:26]=2)=[CH:12][C:13]2[C:14]([CH3:23])([CH3:22])[CH2:15][CH2:16][C:17]([CH3:21])([CH3:20])[C:18]=2[CH:19]=1)=[O:5])C.[OH-].[Na+]. (7) Given the product [C:1]([O:5][C:6](=[O:20])[NH:7][C:8]1[CH:13]=[C:12]([CH3:14])[C:11]([C:15]([F:18])([F:17])[F:16])=[CH:10][C:9]=1[NH:19][C:26](=[O:25])[CH2:27][C:28]([C:30]1[CH:35]=[CH:34][CH:33]=[C:32]([C:36]2[CH:41]=[C:40]([CH3:42])[N:39]=[C:38]([CH2:43][CH3:44])[CH:37]=2)[CH:31]=1)=[O:29])([CH3:4])([CH3:2])[CH3:3], predict the reactants needed to synthesize it. The reactants are: [C:1]([O:5][C:6](=[O:20])[NH:7][C:8]1[CH:13]=[C:12]([CH3:14])[C:11]([C:15]([F:18])([F:17])[F:16])=[CH:10][C:9]=1[NH2:19])([CH3:4])([CH3:3])[CH3:2].C([O:25][C:26](=O)[CH2:27][C:28]([C:30]1[CH:35]=[CH:34][CH:33]=[C:32]([C:36]2[CH:41]=[C:40]([CH3:42])[N:39]=[C:38]([CH2:43][CH3:44])[CH:37]=2)[CH:31]=1)=[O:29])(C)(C)C. (8) Given the product [CH3:4][CH2:3][N:2]([C:15]([O:11][C:7]1[CH:8]=[CH:9][CH:10]=[C:5]([C@@H:3]([N:2]([CH3:1])[CH3:12])[CH3:4])[CH:6]=1)=[O:17])[CH3:1], predict the reactants needed to synthesize it. The reactants are: [CH3:1][N:2]([CH3:12])[C@H:3]([C:5]1[CH:6]=[C:7]([OH:11])[CH:8]=[CH:9][CH:10]=1)[CH3:4].C=O.[CH:15]([OH:17])=O.